This data is from Forward reaction prediction with 1.9M reactions from USPTO patents (1976-2016). The task is: Predict the product of the given reaction. Given the reactants C[Al](C)C.[CH:5]([NH2:8])([CH3:7])[CH3:6].CO[C:11](=[O:30])[C:12]1[CH:17]=[CH:16][C:15]([O:18][CH2:19][C:20]2[C:21]([CH2:26][CH2:27][CH2:28][CH3:29])=[N:22][O:23][C:24]=2[CH3:25])=[N:14][CH:13]=1, predict the reaction product. The product is: [CH:5]([O:23][CH:24]([CH3:25])[CH3:20])([CH3:7])[CH3:6].[CH2:26]([C:21]1[C:20]([CH2:19][O:18][C:15]2[CH:16]=[CH:17][C:12]([C:11]([NH:8][CH:5]([CH3:7])[CH3:6])=[O:30])=[CH:13][N:14]=2)=[C:24]([CH3:25])[O:23][N:22]=1)[CH2:27][CH2:28][CH3:29].